From a dataset of Forward reaction prediction with 1.9M reactions from USPTO patents (1976-2016). Predict the product of the given reaction. (1) Given the reactants [F:1][C:2]1[CH:7]=[CH:6][C:5]([C:8]2[N:13]=[C:12]([CH:14]=O)[CH:11]=[CH:10][CH:9]=2)=[CH:4][C:3]=1[C:16]([F:19])([F:18])[F:17].[NH2:20][C@@H:21]([CH2:25][OH:26])[CH:22]([CH3:24])[CH3:23].C(O)(=O)C.C([BH3-])#N, predict the reaction product. The product is: [F:1][C:2]1[CH:7]=[CH:6][C:5]([C:8]2[N:13]=[C:12]([CH2:14][NH:20][C@H:21]([CH:22]([CH3:24])[CH3:23])[CH2:25][OH:26])[CH:11]=[CH:10][CH:9]=2)=[CH:4][C:3]=1[C:16]([F:19])([F:18])[F:17]. (2) The product is: [CH:29]1([C:32]2[C:33]([O:43][C@@H:44]3[CH2:49][CH2:48][CH2:47][N:46]([C:50]4[CH:51]=[CH:52][CH:53]=[CH:54][CH:55]=4)[CH2:45]3)=[CH:34][C:35]([F:42])=[C:36]([CH:41]=2)[C:37]([OH:39])=[O:38])[CH2:31][CH2:30]1. Given the reactants ClC1C(O[C@@H]2CCCN(CC3C=CC(F)=CC=3Cl)C2)=CC(F)=C(C=1)C(OC)=O.[CH:29]1([C:32]2[C:33]([O:43][C@@H:44]3[CH2:49][CH2:48][CH2:47][N:46]([C:50]4[CH:55]=[CH:54][CH:53]=[CH:52][CH:51]=4)[CH2:45]3)=[CH:34][C:35]([F:42])=[C:36]([CH:41]=2)[C:37]([O:39]C)=[O:38])[CH2:31][CH2:30]1, predict the reaction product. (3) Given the reactants [CH3:1][CH:2]([O:4][C:5]1[CH:13]=[C:12]2[C:8]([CH:9]=[N:10][NH:11]2)=[CH:7][C:6]=1[NH:14][C:15]1[C:16]2[C:23]3[CH2:24][CH2:25][CH:26]([C:28]([OH:30])=O)[CH2:27][C:22]=3[S:21][C:17]=2[N:18]=[CH:19][N:20]=1)[CH3:3].[F:31][CH:32]([F:36])[CH2:33][NH:34][CH3:35], predict the reaction product. The product is: [F:31][CH:32]([F:36])[CH2:33][N:34]([CH3:35])[C:28]([CH:26]1[CH2:25][CH2:24][C:23]2[C:16]3[C:15]([NH:14][C:6]4[CH:7]=[C:8]5[C:12](=[CH:13][C:5]=4[O:4][CH:2]([CH3:1])[CH3:3])[NH:11][N:10]=[CH:9]5)=[N:20][CH:19]=[N:18][C:17]=3[S:21][C:22]=2[CH2:27]1)=[O:30]. (4) Given the reactants [CH3:1][O:2][C:3]1[C:8]2[O:9][C:10]3[CH2:11][N:12]([C:16]([O:18][CH2:19][CH3:20])=[O:17])[CH2:13][CH2:14][C:15]=3[C:7]=2[CH:6]=[CH:5][CH:4]=1.[CH3:21][O:22]C(Cl)Cl, predict the reaction product. The product is: [CH:21]([C:6]1[C:7]2[C:15]3[CH2:14][CH2:13][N:12]([C:16]([O:18][CH2:19][CH3:20])=[O:17])[CH2:11][C:10]=3[O:9][C:8]=2[C:3]([O:2][CH3:1])=[CH:4][CH:5]=1)=[O:22]. (5) Given the reactants Br[C:2]1[CH:7]=[CH:6][CH:5]=[C:4]([Br:8])[N:3]=1.[CH:9]1(B(O)O)[CH2:11][CH2:10]1.N#N, predict the reaction product. The product is: [Br:8][C:4]1[CH:5]=[CH:6][CH:7]=[C:2]([CH:9]2[CH2:11][CH2:10]2)[N:3]=1. (6) Given the reactants CC1(C)COB([C:8]2[CH:31]=[CH:30][C:11]3[C:12]4[N:16]([CH2:17][CH2:18][O:19][C:10]=3[CH:9]=2)[CH:15]=[C:14]([C:20]2[N:21]([CH2:25][C:26]([F:29])([F:28])[F:27])[N:22]=[CH:23][N:24]=2)[N:13]=4)OC1.Cl.N[OH:35].[OH-].[Na+], predict the reaction product. The product is: [F:28][C:26]([F:27])([F:29])[CH2:25][N:21]1[C:20]([C:14]2[N:13]=[C:12]3[C:11]4[CH:30]=[CH:31][C:8]([OH:35])=[CH:9][C:10]=4[O:19][CH2:18][CH2:17][N:16]3[CH:15]=2)=[N:24][CH:23]=[N:22]1.